Dataset: Full USPTO retrosynthesis dataset with 1.9M reactions from patents (1976-2016). Task: Predict the reactants needed to synthesize the given product. (1) Given the product [ClH:39].[NH2:7][C@H:8]([C:16]([NH:18][C@H:19]([C:30]([NH:32][CH2:33][CH2:34][CH2:35][CH2:36][CH3:37])=[O:31])[CH2:20][C:21]1[CH:22]=[CH:23][C:24]([N+:27]([O-:29])=[O:28])=[CH:25][CH:26]=1)=[O:17])[CH2:9][C:10]1[CH:15]=[CH:14][CH:13]=[CH:12][CH:11]=1, predict the reactants needed to synthesize it. The reactants are: CC(C)(OC([NH:7][C@H:8]([C:16]([NH:18][C@H:19]([C:30]([NH:32][CH2:33][CH2:34][CH2:35][CH2:36][CH3:37])=[O:31])[CH2:20][C:21]1[CH:26]=[CH:25][C:24]([N+:27]([O-:29])=[O:28])=[CH:23][CH:22]=1)=[O:17])[CH2:9][C:10]1[CH:15]=[CH:14][CH:13]=[CH:12][CH:11]=1)=O)C.[ClH:39]. (2) Given the product [F:1][C:2]1[CH:7]=[C:6]([O:37][CH2:36][CH2:35][N:33]2[CH2:34][CH:31]([CH2:30][F:29])[CH2:32]2)[CH:5]=[C:4]([F:9])[C:3]=1[C@@H:10]1[C:15]2[NH:16][C:17]3[C:22]([C:14]=2[CH2:13][C@@H:12]([CH3:23])[N:11]1[CH2:24][C:25]([F:28])([F:27])[F:26])=[CH:21][CH:20]=[CH:19][CH:18]=3, predict the reactants needed to synthesize it. The reactants are: [F:1][C:2]1[CH:7]=[C:6](I)[CH:5]=[C:4]([F:9])[C:3]=1[C@@H:10]1[C:15]2[NH:16][C:17]3[C:22]([C:14]=2[CH2:13][C@@H:12]([CH3:23])[N:11]1[CH2:24][C:25]([F:28])([F:27])[F:26])=[CH:21][CH:20]=[CH:19][CH:18]=3.[F:29][CH2:30][CH:31]1[CH2:34][N:33]([CH2:35][CH2:36][OH:37])[CH2:32]1.C([O-])([O-])=O.[K+].[K+]. (3) Given the product [C:1]1([S:11]([N:14]2[CH2:19][CH2:18][CH2:17][CH2:16][CH:15]2[CH2:20][CH2:21][CH2:22][C:23]([OH:25])=[O:24])(=[O:13])=[O:12])[C:10]2[C:5](=[CH:6][CH:7]=[CH:8][CH:9]=2)[CH:4]=[CH:3][CH:2]=1, predict the reactants needed to synthesize it. The reactants are: [C:1]1([S:11]([N:14]2[CH2:19][CH2:18][CH2:17][CH2:16][CH:15]2[CH2:20][CH2:21][CH2:22][C:23]([O:25]C)=[O:24])(=[O:13])=[O:12])[C:10]2[C:5](=[CH:6][CH:7]=[CH:8][CH:9]=2)[CH:4]=[CH:3][CH:2]=1.[OH-].[Li+]. (4) Given the product [C:28]([C:27]1[CH:21]([C:20]2[CH:23]=[CH:24][C:17]([C:15]#[N:16])=[CH:18][CH:19]=2)[NH:12][C:10](=[S:11])[N:9]([C:5]2[CH:6]=[CH:7][CH:8]=[C:3]([C:2]([F:1])([F:13])[F:14])[CH:4]=2)[C:26]=1[CH3:25])(=[O:30])[CH3:29], predict the reactants needed to synthesize it. The reactants are: [F:1][C:2]([F:14])([F:13])[C:3]1[CH:4]=[C:5]([NH:9][C:10]([NH2:12])=[S:11])[CH:6]=[CH:7][CH:8]=1.[C:15]([C:17]1[CH:24]=[CH:23][C:20]([CH:21]=O)=[CH:19][CH:18]=1)#[N:16].[CH3:25][C:26](=O)[CH2:27][C:28](=[O:30])[CH3:29].